This data is from hERG Central: cardiac toxicity at 1µM, 10µM, and general inhibition. The task is: Predict hERG channel inhibition at various concentrations. (1) The molecule is O=C(OCc1ccc([N+](=O)[O-])cc1)C1CC(=O)N(CCc2ccccc2)C1. Results: hERG_inhib (hERG inhibition (general)): blocker. (2) The molecule is Cc1cccc(CCNCc2cc3ccc(C)cc3[nH]c2=O)c1. Results: hERG_inhib (hERG inhibition (general)): blocker. (3) The compound is COc1ccc(C(=O)NC2CC2)cc1OC1CCN(Cc2ccc(Cl)cc2)CC1. Results: hERG_inhib (hERG inhibition (general)): blocker. (4) The drug is Cc1ccc(S(=O)(=O)c2nc(NCCCn3ccnc3)sc2Cl)cc1. Results: hERG_inhib (hERG inhibition (general)): blocker. (5) The molecule is Cc1cccc(-n2nc(C(=O)c3ccco3)cc(-c3nc4ccccc4[nH]3)c2=N)c1. Results: hERG_inhib (hERG inhibition (general)): blocker. (6) The compound is COc1ccc(OC)c(Nc2cc(-c3ccccc3)nc(N)n2)c1. Results: hERG_inhib (hERG inhibition (general)): blocker. (7) Results: hERG_inhib (hERG inhibition (general)): blocker. The drug is CCCCC(O)(CCCC)C(=O)N/N=C(\C)c1ccc(Cl)cc1.